Dataset: Human liver microsome stability data. Task: Regression/Classification. Given a drug SMILES string, predict its absorption, distribution, metabolism, or excretion properties. Task type varies by dataset: regression for continuous measurements (e.g., permeability, clearance, half-life) or binary classification for categorical outcomes (e.g., BBB penetration, CYP inhibition). Dataset: hlm. (1) The compound is COc1ccnc2[nH]cc(C(=O)C(=O)N3CCN(C(=O)c4ccccc4)C[C@H]3C)c12. The result is 0 (unstable in human liver microsomes). (2) The result is 0 (unstable in human liver microsomes). The drug is CC(C#Cc1ccccc1)=NN=C(N)NS(=O)(=O)c1cc(C)c(Cl)cc1SCc1ccc(C(F)(F)F)cc1. (3) The molecule is CC(C)N1C(=O)C(=O)N=C1NC(=NC(C)(C)C)Nc1ccc(Cl)c(Cl)c1. The result is 0 (unstable in human liver microsomes). (4) The molecule is O=C(CCl)Nc1cccc(Cn2nc(-c3ccc(Oc4ccccc4)cc3)cc2CO)c1. The result is 1 (stable in human liver microsomes). (5) The drug is CS(=O)(=O)Nc1ccc2c(c1)S(=O)(=O)NC(C1=C(O)C3CCCC3N(Cc3cccc(F)c3)C1=O)=N2. The result is 0 (unstable in human liver microsomes). (6) The molecule is CC(C)=Cc1nn(CCC(C)C)c(=O)c(C2=NS(=O)(=O)c3cc(NS(C)(=O)=O)ccc3N2)c1O. The result is 0 (unstable in human liver microsomes). (7) The compound is CCCNCCC[C@@H](C)[C@H]1CC[C@H]2[C@@H]3[C@H](OC(C)=O)C[C@@H]4CC5(CC[C@]4(C)[C@H]3C[C@H](OC(C)=O)[C@]12C)OOC1(CCCCC1)OO5. The result is 0 (unstable in human liver microsomes). (8) The molecule is COc1ccc2nc(NC(=O)C(CC3CCCC3)c3ccc(S(=O)(=O)NCCN(C)C)cc3)sc2n1. The result is 1 (stable in human liver microsomes). (9) The compound is Oc1cc(N2CCOCC2)nc(NCc2cccc3ccccc23)n1. The result is 0 (unstable in human liver microsomes). (10) The drug is CC(C)(C)c1cc(NC(=O)N2CCCN(C(=O)C3CCOCC3)CC2)on1. The result is 0 (unstable in human liver microsomes).